From a dataset of Forward reaction prediction with 1.9M reactions from USPTO patents (1976-2016). Predict the product of the given reaction. (1) Given the reactants [S:1]1[CH:5]=[CH:4][C:3]([C:6](Cl)=[O:7])=[CH:2]1.Cl.[CH3:10][NH:11][O:12][CH3:13].C(N(CC)CC)C.O, predict the reaction product. The product is: [CH3:13][O:12][N:11]([CH3:10])[C:6]([C:3]1[CH:4]=[CH:5][S:1][CH:2]=1)=[O:7]. (2) Given the reactants CO[C:3](=[O:15])[C:4]1[CH:9]=[C:8]([CH2:10][CH:11]=[CH2:12])[CH:7]=[C:6](O)[C:5]=1[OH:14].[CH2:16](Br)[C:17]1[CH:22]=[CH:21][CH:20]=[CH:19][CH:18]=1.[C:24]([O-:27])([O-])=O.[K+].[K+].[OH2:30], predict the reaction product. The product is: [CH2:10]([C:8]1[CH:7]=[C:6]([O:27][CH2:24][C:4]2[CH:9]=[CH:8][CH:7]=[CH:6][CH:5]=2)[C:5]([O:14][CH2:16][C:17]2[CH:22]=[CH:21][CH:20]=[CH:19][CH:18]=2)=[C:4]([CH:9]=1)[C:3]([OH:15])=[O:30])[CH:11]=[CH2:12].